Dataset: Reaction yield outcomes from USPTO patents with 853,638 reactions. Task: Predict the reaction yield, written as a fraction of the theoretical maximum amount of product (1.0 means a 100% yield; for example, 0.34 means a 34% yield). The reactants are [CH2:1]([C:5]1[N:6]([CH2:13][C:14]2[CH:19]=[CH:18][C:17]([C:20]3[C:21]([C:26]#[N:27])=[CH:22][CH:23]=[CH:24][CH:25]=3)=[CH:16][CH:15]=2)[C:7](=[O:12])[CH:8]=[C:9]([CH3:11])[N:10]=1)[CH2:2][CH2:3][CH3:4].[Br:28]Br. The catalyst is C(O)(=O)C.C(OCC)(=O)C. The product is [Br:28][C:8]1[C:7](=[O:12])[N:6]([CH2:13][C:14]2[CH:15]=[CH:16][C:17]([C:20]3[C:21]([C:26]#[N:27])=[CH:22][CH:23]=[CH:24][CH:25]=3)=[CH:18][CH:19]=2)[C:5]([CH2:1][CH2:2][CH2:3][CH3:4])=[N:10][C:9]=1[CH3:11]. The yield is 0.880.